This data is from Reaction yield outcomes from USPTO patents with 853,638 reactions. The task is: Predict the reaction yield, written as a fraction of the theoretical maximum amount of product (1.0 means a 100% yield; for example, 0.34 means a 34% yield). (1) The reactants are [CH:1]1[N:9]2[C:4]([C:5]3([CH2:18][CH2:17][NH:16][CH2:15][CH2:14]3)[O:6][C:7]3[CH:13]=[CH:12][CH:11]=[CH:10][C:8]=32)=[CH:3][CH:2]=1.[F:19][C:20]1[CH:28]=[CH:27][C:23]([C:24](O)=[O:25])=[CH:22][C:21]=1[C:29]([F:32])([F:31])[F:30].C(N(CC)CC)C.CN(C(ON1N=NC2C=CC=NC1=2)=[N+](C)C)C.F[P-](F)(F)(F)(F)F. The catalyst is CN(C=O)C. The product is [F:19][C:20]1[CH:28]=[CH:27][C:23]([C:24]([N:16]2[CH2:17][CH2:18][C:5]3([O:6][C:7]4[CH:13]=[CH:12][CH:11]=[CH:10][C:8]=4[N:9]4[CH:1]=[CH:2][CH:3]=[C:4]34)[CH2:14][CH2:15]2)=[O:25])=[CH:22][C:21]=1[C:29]([F:30])([F:31])[F:32]. The yield is 0.730. (2) The reactants are [F:1][C:2]1[CH:7]=[CH:6][CH:5]=[CH:4][C:3]=1Br.C([Li])CCC.[B:14](OC(C)C)([O:19]C(C)C)[O:15]C(C)C. The catalyst is O1CCCC1. The product is [F:1][C:2]1[CH:7]=[CH:6][CH:5]=[CH:4][C:3]=1[B:14]([OH:19])[OH:15]. The yield is 0.630.